Predict which catalyst facilitates the given reaction. From a dataset of Catalyst prediction with 721,799 reactions and 888 catalyst types from USPTO. (1) Reactant: [Cl:1][C:2]1[CH:7]=[CH:6][CH:5]=[C:4]([F:8])[C:3]=1[C:9]1[NH:13][C:12](=[O:14])[N:11]([C:15]2[CH:24]=[CH:23][C:18]([C:19]([O:21]C)=O)=[C:17]([O:25][CH3:26])[CH:16]=2)[N:10]=1.[F:27][C:28]([F:36])([F:35])[C:29]1[S:33][C:32]([NH2:34])=[N:31][N:30]=1.C[Al](C)C. Product: [Cl:1][C:2]1[CH:7]=[CH:6][CH:5]=[C:4]([F:8])[C:3]=1[C:9]1[NH:13][C:12](=[O:14])[N:11]([C:15]2[CH:24]=[CH:23][C:18]([C:19]([NH:34][C:32]3[S:33][C:29]([C:28]([F:36])([F:35])[F:27])=[N:30][N:31]=3)=[O:21])=[C:17]([O:25][CH3:26])[CH:16]=2)[N:10]=1. The catalyst class is: 11. (2) Reactant: [C:1]1([C:7]2[N:12]=[CH:11][C:10]([NH:13][C:14](=[O:19])[CH2:15][C:16]([OH:18])=O)=[CH:9][CH:8]=2)[CH:6]=[CH:5][CH:4]=[CH:3][CH:2]=1.CCN(C(C)C)C(C)C.[CH:29]1[CH:30]=[CH:31]C2N(O)N=[N:35][C:33]=2[CH:34]=1.CCN=C=NCCCN(C)C.Cl.Cl.[Br:52][C:53]1[CH:58]=[CH:57][CH:56]=[CH:55][C:54]=1[S:59]NC1CCNCC1. Product: [Br:52][C:53]1[CH:58]=[CH:57][CH:56]=[CH:55][C:54]=1[S:59][CH:29]1[CH2:30][CH2:31][N:35]([C:16](=[O:18])[CH2:15][C:14]([NH:13][C:10]2[CH:11]=[N:12][C:7]([C:1]3[CH:2]=[CH:3][CH:4]=[CH:5][CH:6]=3)=[CH:8][CH:9]=2)=[O:19])[CH2:33][CH2:34]1. The catalyst class is: 18.